This data is from Catalyst prediction with 721,799 reactions and 888 catalyst types from USPTO. The task is: Predict which catalyst facilitates the given reaction. (1) Reactant: [CH2:1]([C:8]1[NH:9][C:10]2[C:15]([C:16](=[O:18])[CH:17]=1)=[CH:14][CH:13]=[CH:12][CH:11]=2)[CH2:2][CH2:3][CH2:4][CH2:5][CH2:6][CH3:7].C1N2CN3CN(C2)CN1C3.[C:29](O)(C(F)(F)F)=[O:30].Cl. Product: [CH:29]([C:17]1[C:16](=[O:18])[C:15]2[C:10](=[CH:11][CH:12]=[CH:13][CH:14]=2)[NH:9][C:8]=1[CH2:1][CH2:2][CH2:3][CH2:4][CH2:5][CH2:6][CH3:7])=[O:30]. The catalyst class is: 72. (2) Product: [CH2:49]1[C:50]2[C:55](=[CH:54][CH:53]=[CH:52][CH:51]=2)[CH2:56][CH2:57][N:48]1[CH2:47][CH:46]([OH:58])[CH2:45][NH:44][C:10](=[O:12])[C:9]1[CH:13]=[CH:14][CH:15]=[C:7]([C:3]2[CH:2]=[N:1][CH:6]=[CH:5][CH:4]=2)[CH:8]=1. The catalyst class is: 2. Reactant: [N:1]1[CH:6]=[CH:5][CH:4]=[C:3]([C:7]2[CH:8]=[C:9]([CH:13]=[CH:14][CH:15]=2)[C:10]([OH:12])=O)[CH:2]=1.CCN=C=NCCCN(C)C.C1C=CC2N(O)N=NC=2C=1.CCN(CC)CC.[NH2:44][CH2:45][CH:46]([OH:58])[CH2:47][N:48]1[CH2:57][CH2:56][C:55]2[C:50](=[CH:51][CH:52]=[CH:53][CH:54]=2)[CH2:49]1. (3) Reactant: [O:1]1[CH2:6][CH2:5][N:4]([CH2:7][C:8]2[CH:14]=[C:13]([OH:15])[C:12]([CH2:16][N:17]3[CH2:22][CH2:21][O:20][CH2:19][CH2:18]3)=[CH:11][C:9]=2[OH:10])[CH2:3][CH2:2]1.[H-].[Na+].[N+:25]([C:28]1[CH:33]=[C:32]([S:34]([C:37]([F:40])([F:39])[F:38])(=[O:36])=[O:35])[CH:31]=[CH:30][C:29]=1Cl)([O-:27])=[O:26]. Product: [N:17]1([CH2:16][C:12]2[C:13]([O:15][C:29]3[CH:30]=[CH:31][C:32]([S:34]([C:37]([F:39])([F:40])[F:38])(=[O:36])=[O:35])=[CH:33][C:28]=3[N+:25]([O-:27])=[O:26])=[CH:14][C:8]([CH2:7][N:4]3[CH2:3][CH2:2][O:1][CH2:6][CH2:5]3)=[C:9]([O:10][C:29]3[CH:30]=[CH:31][C:32]([S:34]([C:37]([F:40])([F:39])[F:38])(=[O:36])=[O:35])=[CH:33][C:28]=3[N+:25]([O-:27])=[O:26])[CH:11]=2)[CH2:18][CH2:19][O:20][CH2:21][CH2:22]1. The catalyst class is: 1. (4) Reactant: [CH3:1][O:2][C:3](=[O:12])[C:4]1[CH:9]=[CH:8][C:7]([NH2:10])=[CH:6][C:5]=1[Cl:11].CO[CH:15]1[CH2:19][CH2:18][CH:17](OC)O1. Product: [CH3:1][O:2][C:3](=[O:12])[C:4]1[CH:9]=[CH:8][C:7]([N:10]2[CH:15]=[CH:19][CH:18]=[CH:17]2)=[CH:6][C:5]=1[Cl:11]. The catalyst class is: 313. (5) Reactant: CN(C(ON1N=NC2C=CC=NC1=2)=[N+](C)C)C.F[P-](F)(F)(F)(F)F.[CH:25]1([N:30]2[CH2:40][C:39]([CH3:42])([CH3:41])[C:38](=[O:43])[N:37]([CH3:44])[C:36]3[C:31]2=[N:32][C:33]([NH:45][C:46]2[CH:54]=[CH:53][C:49]([C:50]([OH:52])=O)=[CH:48][C:47]=2[O:55][CH3:56])=[N:34][CH:35]=3)[CH2:29][CH2:28][CH2:27][CH2:26]1.CCN(C(C)C)C(C)C.Cl.Cl.[NH2:68][CH:69]1[CH2:74][CH2:73][CH2:72][N:71]([CH3:75])[CH2:70]1. Product: [CH:25]1([N:30]2[CH2:40][C:39]([CH3:41])([CH3:42])[C:38](=[O:43])[N:37]([CH3:44])[C:36]3[C:31]2=[N:32][C:33]([NH:45][C:46]2[CH:54]=[CH:53][C:49]([C:50]([NH:68][CH:69]4[CH2:74][CH2:73][CH2:72][N:71]([CH3:75])[CH2:70]4)=[O:52])=[CH:48][C:47]=2[O:55][CH3:56])=[N:34][CH:35]=3)[CH2:29][CH2:28][CH2:27][CH2:26]1. The catalyst class is: 44.